From a dataset of Full USPTO retrosynthesis dataset with 1.9M reactions from patents (1976-2016). Predict the reactants needed to synthesize the given product. (1) Given the product [O:7]=[C:2]1[CH2:3][CH2:4][C:5](=[O:6])[N:1]1[CH2:11][C:12]1[CH:17]=[CH:16][C:15]([B:18]([OH:20])[OH:19])=[CH:14][CH:13]=1, predict the reactants needed to synthesize it. The reactants are: [NH:1]1[C:5](=[O:6])[CH2:4][CH2:3][C:2]1=[O:7].[H-].[Na+].Br[CH2:11][C:12]1[CH:17]=[CH:16][C:15]([B:18]([OH:20])[OH:19])=[CH:14][CH:13]=1. (2) Given the product [CH3:1][O:2][C:3]([CH:5]1[CH2:13][CH2:12][CH2:11][CH2:10][C:7]2([CH2:9][CH2:8]2)[CH:6]1[O:14][C:22](=[O:24])[CH3:23])=[O:4], predict the reactants needed to synthesize it. The reactants are: [CH3:1][O:2][C:3]([CH:5]1[CH2:13][CH2:12][CH2:11][CH2:10][C:7]2([CH2:9][CH2:8]2)[CH:6]1[OH:14])=[O:4].C(N(CC)CC)C.[C:22](OC(=O)C)(=[O:24])[CH3:23].C(=O)(O)[O-].[Na+]. (3) The reactants are: Cl.[CH3:2][O:3][C:4](=[O:8])[C@H:5]([CH3:7])[NH2:6].C(=O)(O)[O-].[Na+].[Cl:14][CH2:15][C:16](Cl)=[O:17]. Given the product [Cl:14][CH2:15][C:16]([NH:6][CH:5]([CH3:7])[C:4]([O:3][CH3:2])=[O:8])=[O:17], predict the reactants needed to synthesize it. (4) Given the product [C:1]([C:3]1[CH:4]=[C:5]([CH3:12])[C:6]([C:9]([NH:19][C:20]2[N:25]=[C:24]([C@:26]3([CH3:44])[CH2:31][C@@H:30]([C:32]([F:35])([F:33])[F:34])[O:29][C:28]([NH:36][C:37](=[O:43])[O:38][C:39]([CH3:40])([CH3:42])[CH3:41])=[N:27]3)[C:23]([F:45])=[CH:22][CH:21]=2)=[O:11])=[N:7][CH:8]=1)#[N:2], predict the reactants needed to synthesize it. The reactants are: [C:1]([C:3]1[CH:4]=[C:5]([CH3:12])[C:6]([C:9]([OH:11])=O)=[N:7][CH:8]=1)#[N:2].C(Cl)(=O)C(Cl)=O.[NH2:19][C:20]1[N:25]=[C:24]([C@:26]2([CH3:44])[CH2:31][C@@H:30]([C:32]([F:35])([F:34])[F:33])[O:29][C:28]([NH:36][C:37](=[O:43])[O:38][C:39]([CH3:42])([CH3:41])[CH3:40])=[N:27]2)[C:23]([F:45])=[CH:22][CH:21]=1.C(N(CC)C(C)C)(C)C.C(C1C=C(C)C(C(Cl)=O)=NC=1)#N.